Dataset: Full USPTO retrosynthesis dataset with 1.9M reactions from patents (1976-2016). Task: Predict the reactants needed to synthesize the given product. (1) Given the product [Cl:1][C:2]1[CH:3]=[C:4]([CH:18]=[C:19]([O:21][CH2:30][C:31]2[CH:32]=[CH:33][CH:34]=[CH:35][N:54]=2)[CH:20]=1)[C:5]([NH:7][CH2:8][C:9]1[CH:14]=[CH:13][C:12]([C:15]#[N:16])=[CH:11][C:10]=1[O:17][CH2:23][C:24]1[CH:29]=[CH:28][CH:27]=[CH:26][N:25]=1)=[O:6], predict the reactants needed to synthesize it. The reactants are: [Cl:1][C:2]1[CH:3]=[C:4]([CH:18]=[C:19]([OH:21])[CH:20]=1)[C:5]([NH:7][CH2:8][C:9]1[CH:14]=[CH:13][C:12]([C:15]#[N:16])=[CH:11][C:10]=1[OH:17])=[O:6].O[CH2:23][C:24]1[CH:29]=[CH:28][CH:27]=[CH:26][N:25]=1.[C:30]1(P([C:30]2[CH:35]=[CH:34][CH:33]=[CH:32][CH:31]=2)[C:30]2[CH:35]=[CH:34][CH:33]=[CH:32][CH:31]=2)[CH:35]=[CH:34][CH:33]=[CH:32][CH:31]=1.CCOC(/[N:54]=N/C(OCC)=O)=O. (2) Given the product [CH3:1][O:2][C:3](=[O:24])[CH2:4][CH:5]1[C:14]2[C:9](=[CH:10][C:11]([S:15]([C:18]3[CH:19]=[CH:20][CH:21]=[CH:22][CH:23]=3)(=[O:16])=[O:17])=[CH:12][CH:13]=2)[CH2:8][CH2:7][CH2:6]1, predict the reactants needed to synthesize it. The reactants are: [CH3:1][O:2][C:3](=[O:24])[CH:4]=[C:5]1[C:14]2[C:9](=[CH:10][C:11]([S:15]([C:18]3[CH:23]=[CH:22][CH:21]=[CH:20][CH:19]=3)(=[O:17])=[O:16])=[CH:12][CH:13]=2)[CH2:8][CH2:7][CH2:6]1.[H][H].